From a dataset of Reaction yield outcomes from USPTO patents with 853,638 reactions. Predict the reaction yield, written as a fraction of the theoretical maximum amount of product (1.0 means a 100% yield; for example, 0.34 means a 34% yield). The reactants are [CH2:1]([C:8]1[S:9][C:10]([CH3:41])=[C:11]([CH3:40])[C:12]=1[C:13]([C:15]1[CH:34]=[CH:33][C:18]([O:19][S:20]([C:23]2[CH:31]=[CH:30][C:26]([C:27]([OH:29])=[O:28])=[C:25]([OH:32])[CH:24]=2)(=[O:22])=[O:21])=[C:17]([CH:35]2[CH2:39][CH2:38][CH2:37][CH2:36]2)[CH:16]=1)=[O:14])[C:2]1[CH:7]=[CH:6][CH:5]=[CH:4][CH:3]=1.[I-].[Mg+2].[I-].[C:45](OC(=O)C)(=[O:47])[CH3:46]. The catalyst is CCOCC. The product is [C:45]([O:32][C:25]1[CH:24]=[C:23]([S:20]([O:19][C:18]2[CH:33]=[CH:34][C:15]([C:13]([C:12]3[C:11]([CH3:40])=[C:10]([CH3:41])[S:9][C:8]=3[CH2:1][C:2]3[CH:7]=[CH:6][CH:5]=[CH:4][CH:3]=3)=[O:14])=[CH:16][C:17]=2[CH:35]2[CH2:39][CH2:38][CH2:37][CH2:36]2)(=[O:22])=[O:21])[CH:31]=[CH:30][C:26]=1[C:27]([OH:29])=[O:28])(=[O:47])[CH3:46]. The yield is 0.510.